Dataset: Reaction yield outcomes from USPTO patents with 853,638 reactions. Task: Predict the reaction yield, written as a fraction of the theoretical maximum amount of product (1.0 means a 100% yield; for example, 0.34 means a 34% yield). The reactants are [NH2:1][C:2]1[S:6][N:5]=[C:4]([C:7]2[CH:12]=[CH:11][CH:10]=[C:9]([N+:13]([O-:15])=[O:14])[CH:8]=2)[C:3]=1[C:16]#[N:17].[OH:18]S(O)(=O)=O. No catalyst specified. The product is [NH2:1][C:2]1[S:6][N:5]=[C:4]([C:7]2[CH:12]=[CH:11][CH:10]=[C:9]([N+:13]([O-:15])=[O:14])[CH:8]=2)[C:3]=1[C:16]([NH2:17])=[O:18]. The yield is 0.860.